The task is: Predict the reaction yield, written as a fraction of the theoretical maximum amount of product (1.0 means a 100% yield; for example, 0.34 means a 34% yield).. This data is from Reaction yield outcomes from USPTO patents with 853,638 reactions. (1) The reactants are [OH:1][C:2]1[CH:21]=[CH:20][CH:19]=[CH:18][C:3]=1[CH2:4][NH:5][C:6]([NH:8][C:9]1[S:10][C:11]([C:14]([CH3:17])([CH3:16])[CH3:15])=[N:12][N:13]=1)=[O:7].[Cl:22][C:23]1[N:28]=[C:27](Cl)[CH:26]=[CH:25][N:24]=1.[OH-].[Na+]. The catalyst is CC(C)=O. The product is [Cl:22][C:23]1[N:28]=[C:27]([O:1][C:2]2[CH:21]=[CH:20][CH:19]=[CH:18][C:3]=2[CH2:4][NH:5][C:6]([NH:8][C:9]2[S:10][C:11]([C:14]([CH3:16])([CH3:17])[CH3:15])=[N:12][N:13]=2)=[O:7])[CH:26]=[CH:25][N:24]=1. The yield is 0.950. (2) The reactants are [Cl:1][C:2]1[CH:22]=[C:21]([C:23]([F:26])([F:25])[F:24])[CH:20]=[CH:19][C:3]=1[CH2:4][N:5]1[C:9]([CH2:10][CH2:11][C:12]([OH:14])=O)=[CH:8][C:7]([O:15][CH:16]([CH3:18])[CH3:17])=[N:6]1.[CH2:27]([S:32]([NH2:35])(=[O:34])=[O:33])[CH2:28][CH2:29][CH2:30][CH3:31].N12CCCN=C1CCCCC2. The catalyst is O1CCCC1. The product is [Cl:1][C:2]1[CH:22]=[C:21]([C:23]([F:26])([F:25])[F:24])[CH:20]=[CH:19][C:3]=1[CH2:4][N:5]1[C:9]([CH2:10][CH2:11][C:12]([NH:35][S:32]([CH2:27][CH2:28][CH2:29][CH2:30][CH3:31])(=[O:34])=[O:33])=[O:14])=[CH:8][C:7]([O:15][CH:16]([CH3:18])[CH3:17])=[N:6]1. The yield is 0.0600. (3) The reactants are B(F)(F)F.CCOCC.C([O:13][C@H:14]1[O:31][C@H:30]([CH2:32][O:33][C:34](=[O:36])[CH3:35])[C@@H:25]([O:26][C:27](=[O:29])[CH3:28])[C@H:20]([O:21][C:22](=[O:24])[CH3:23])[C@@H:15]1[O:16][C:17](=[O:19])[CH3:18])(=O)C.O[C:38]1[CH:43]=[CH:42][C:41]([C:44]2[CH:45]=[C:46]([CH:51]=[CH:52][CH:53]=2)[C:47]([O:49][CH3:50])=[O:48])=[CH:40][CH:39]=1. The catalyst is C(Cl)Cl. The product is [C:17]([O:16][C@H:15]1[C@@H:20]([O:21][C:22](=[O:24])[CH3:23])[C@H:25]([O:26][C:27](=[O:29])[CH3:28])[C@@H:30]([CH2:32][O:33][C:34](=[O:36])[CH3:35])[O:31][C@@H:14]1[O:13][C:38]1[CH:39]=[CH:40][C:41]([C:44]2[CH:45]=[C:46]([CH:51]=[CH:52][CH:53]=2)[C:47]([O:49][CH3:50])=[O:48])=[CH:42][CH:43]=1)(=[O:19])[CH3:18]. The yield is 0.810. (4) The reactants are [CH3:1][O:2][C:3]1[CH:4]=[CH:5][C:6]([NH2:9])=[N:7][CH:8]=1.[CH2:10]([O:12][C:13]([N:15]=[C:16]=[S:17])=[O:14])[CH3:11]. The catalyst is O1CCOCC1. The product is [CH2:10]([O:12][C:13]([NH:15][C:16]([NH2:7])=[S:17])=[O:14])[CH3:11].[CH3:1][O:2][C:3]1[CH:4]=[CH:5][C:6]([NH2:9])=[N:7][CH:8]=1. The yield is 1.00. (5) The reactants are [Si]([O:8][CH2:9][CH:10]1[CH2:15][CH2:14][CH2:13][N:12]([C:16]2[CH:17]=[CH:18][C:19]([CH3:37])=[C:20]([CH:36]=2)[C:21]([NH:23][C:24]2[C:25]([CH3:35])=[C:26]([CH:31]=[CH:32][C:33]=2[CH3:34])[C:27]([O:29][CH3:30])=[O:28])=[O:22])[CH2:11]1)(C(C)(C)C)(C)C.[N+](CCCC)(CCCC)(CCCC)CCCC.[F-]. The catalyst is C1COCC1. The product is [OH:8][CH2:9][CH:10]1[CH2:15][CH2:14][CH2:13][N:12]([C:16]2[CH:17]=[CH:18][C:19]([CH3:37])=[C:20]([CH:36]=2)[C:21]([NH:23][C:24]2[C:25]([CH3:35])=[C:26]([CH:31]=[CH:32][C:33]=2[CH3:34])[C:27]([O:29][CH3:30])=[O:28])=[O:22])[CH2:11]1. The yield is 0.855.